This data is from Reaction yield outcomes from USPTO patents with 853,638 reactions. The task is: Predict the reaction yield, written as a fraction of the theoretical maximum amount of product (1.0 means a 100% yield; for example, 0.34 means a 34% yield). (1) The reactants are C1CN([P+](ON2N=NC3C=CC=CC2=3)(N2CCCC2)N2CCCC2)CC1.F[P-](F)(F)(F)(F)F.[Br:34][C:35]1[S:36][C:37]([NH:43]C(OC(C)(C)C)=O)=[C:38]([C:40]([OH:42])=O)[N:39]=1.[NH2:51][C:52]1[CH:53]=[N:54][N:55]([CH3:73])[C:56]=1[N:57]1[CH2:63][CH2:62][CH:61]([F:64])[CH:60]([NH:65][C:66](=[O:72])[O:67][C:68]([CH3:71])([CH3:70])[CH3:69])[CH2:59][CH2:58]1.CCN(C(C)C)C(C)C. The catalyst is C(Cl)Cl. The product is [NH2:43][C:37]1[S:36][C:35]([Br:34])=[N:39][C:38]=1[C:40]([NH:51][C:52]1[CH:53]=[N:54][N:55]([CH3:73])[C:56]=1[N:57]1[CH2:63][CH2:62][CH:61]([F:64])[CH:60]([NH:65][C:66](=[O:72])[O:67][C:68]([CH3:69])([CH3:70])[CH3:71])[CH2:59][CH2:58]1)=[O:42]. The yield is 0.940. (2) The reactants are [O:1]1[C:5]2[CH:6]=[CH:7][C:8]([C:10]3[S:11][CH:12]=[C:13]([C:15]([OH:17])=O)[N:14]=3)=[CH:9][C:4]=2[CH2:3][CH2:2]1.[NH:18]1[C:22]([NH2:23])=[N:21][CH:20]=[N:19]1.F[P-](F)(F)(F)(F)F.N1([O:40]C(N(C)C)=[N+](C)C)C2C=CC=CC=2N=N1.N1C=[CH:52][CH:51]=[CH:50][CH:49]=1. No catalyst specified. The product is [O:1]1[C:5]2[CH:6]=[CH:7][C:8]([C:10]3[S:11][CH:12]=[C:13]([C:15]([NH:23][C:22]4[NH:18][N:19]=[C:20]([C:49]5[O:40][CH:52]=[CH:51][CH:50]=5)[N:21]=4)=[O:17])[N:14]=3)=[CH:9][C:4]=2[CH2:3][CH2:2]1. The yield is 0.700. (3) The reactants are C([O:3][CH2:4][CH2:5][O:6][NH:7][C:8]([C:10]1[CH:15]=[C:14]([CH3:16])[C:13](=[O:17])[N:12]([CH3:18])[C:11]=1[NH:19][C:20]1[CH:25]=[CH:24][C:23]([I:26])=[CH:22][C:21]=1[F:27])=[O:9])=C.Cl.[OH-].[Na+].C(OCC)(=O)C. The catalyst is C1COCC1. The product is [F:27][C:21]1[CH:22]=[C:23]([I:26])[CH:24]=[CH:25][C:20]=1[NH:19][C:11]1[N:12]([CH3:18])[C:13](=[O:17])[C:14]([CH3:16])=[CH:15][C:10]=1[C:8]([NH:7][O:6][CH2:5][CH2:4][OH:3])=[O:9]. The yield is 0.890. (4) The reactants are [OH:1][CH2:2][CH2:3][NH:4][CH2:5][CH2:6][P:7](=[O:14])([O:11][CH2:12][CH3:13])[O:8][CH2:9][CH3:10].C([O-])([O-])=O.[K+].[K+].Br[CH2:22][C:23]([O:25][CH2:26][CH3:27])=[O:24]. The catalyst is C(#N)C. The product is [CH2:12]([O:11][P:7]([CH2:6][CH2:5][N:4]([CH2:3][CH2:2][OH:1])[CH2:22][C:23]([O:25][CH2:26][CH3:27])=[O:24])([O:8][CH2:9][CH3:10])=[O:14])[CH3:13]. The yield is 0.640.